The task is: Predict which catalyst facilitates the given reaction.. This data is from Catalyst prediction with 721,799 reactions and 888 catalyst types from USPTO. (1) Reactant: [CH3:1][CH2:2][O:3][C:4]([CH2:6][CH2:7][N:8]1[C:13]([CH3:14])=[CH:12][N:11]=[C:10](O)[C:9]1=[O:16])=[O:5].[F:17][C:18]([F:27])([C:21]1[CH:26]=[CH:25][CH:24]=[CH:23][CH:22]=1)[CH2:19][NH2:20]. The catalyst class is: 133. Product: [F:17][C:18]([F:27])([C:21]1[CH:22]=[CH:23][CH:24]=[CH:25][CH:26]=1)[CH2:19][NH:20][C:10]1[C:9](=[O:16])[N:8]([CH2:7][CH2:6][C:4]([O:3][CH2:2][CH3:1])=[O:5])[C:13]([CH3:14])=[CH:12][N:11]=1. (2) Reactant: C([O:8][C:9](=[O:36])[C@@H:10]([NH:20][C:21](=[O:35])[C@@H:22]([NH:24][S:25]([C:28]1[C:29]([CH3:34])=[CH:30][CH:31]=[CH:32][CH:33]=1)(=[O:27])=[O:26])[CH3:23])[CH2:11][C:12]1[CH:17]=[CH:16][C:15]([O:18][CH3:19])=[CH:14][CH:13]=1)C1C=CC=CC=1. Product: [CH3:19][O:18][C:15]1[CH:14]=[CH:13][C:12]([CH2:11][C@H:10]([NH:20][C:21](=[O:35])[C@@H:22]([NH:24][S:25]([C:28]2[C:29]([CH3:34])=[CH:30][CH:31]=[CH:32][CH:33]=2)(=[O:27])=[O:26])[CH3:23])[C:9]([OH:36])=[O:8])=[CH:17][CH:16]=1. The catalyst class is: 105. (3) Reactant: [Cl:1][C:2]1[CH:3]=[C:4]2[C:8](=[CH:9][CH:10]=1)[NH:7][CH:6]=[C:5]2[CH2:11][CH2:12][NH:13][C:14](=[O:23])[C:15]1[CH:20]=[CH:19][CH:18]=[C:17]([CH2:21]Cl)[CH:16]=1.[CH3:24][O:25][C:26]1[CH:27]=[C:28](B(O)O)[CH:29]=[CH:30][CH:31]=1.C(=O)([O-])[O-].[Na+].[Na+].[I-].[Na+]. Product: [Cl:1][C:2]1[CH:3]=[C:4]2[C:8](=[CH:9][CH:10]=1)[NH:7][CH:6]=[C:5]2[CH2:11][CH2:12][NH:13][C:14](=[O:23])[C:15]1[CH:20]=[CH:19][CH:18]=[C:17]([CH2:21][C:30]2[CH:29]=[CH:28][CH:27]=[C:26]([O:25][CH3:24])[CH:31]=2)[CH:16]=1. The catalyst class is: 437. (4) Reactant: [CH2:1]([NH:8][C:9]1[CH:14]=[CH:13][C:12]([C:15]([N:17]2[CH2:22][CH2:21][CH2:20][CH2:19][CH2:18]2)=[O:16])=[CH:11][CH:10]=1)[C:2]1[CH:7]=[CH:6][CH:5]=[CH:4][CH:3]=1.[C:23]1([S:29](Cl)(=[O:31])=[O:30])[CH:28]=[CH:27][CH:26]=[CH:25][CH:24]=1.N1C=CC=CC=1. Product: [CH2:1]([N:8]([C:9]1[CH:14]=[CH:13][C:12]([C:15]([N:17]2[CH2:22][CH2:21][CH2:20][CH2:19][CH2:18]2)=[O:16])=[CH:11][CH:10]=1)[S:29]([C:23]1[CH:28]=[CH:27][CH:26]=[CH:25][CH:24]=1)(=[O:31])=[O:30])[C:2]1[CH:7]=[CH:6][CH:5]=[CH:4][CH:3]=1. The catalyst class is: 4. (5) Reactant: [Br:1][C:2]1[C:6](Br)=[C:5]([Br:8])[NH:4][N:3]=1.[CH2:9]([O:11]CC)C.C([Li])CCC.CN(C)C=O. Product: [Br:8][C:5]1[C:6]([CH:9]=[O:11])=[C:2]([Br:1])[NH:3][N:4]=1. The catalyst class is: 805. (6) Reactant: [CH3:1][O:2][C:3]1[CH:25]=[CH:24][CH:23]=[CH:22][C:4]=1[CH2:5][N:6]1[C:10]([CH2:11][CH2:12][C:13](OCC)=[O:14])=[CH:9][C:8]([O:18][CH:19]([CH3:21])[CH3:20])=[N:7]1.[H-].C([Al+]CC(C)C)C(C)C.CO.[C@H](O)(C([O-])=O)[C@@H](O)C([O-])=O.[Na+].[K+]. Product: [CH3:1][O:2][C:3]1[CH:25]=[CH:24][CH:23]=[CH:22][C:4]=1[CH2:5][N:6]1[C:10]([CH2:11][CH2:12][CH2:13][OH:14])=[CH:9][C:8]([O:18][CH:19]([CH3:21])[CH3:20])=[N:7]1. The catalyst class is: 207. (7) Reactant: I[C:2]1[C:3]2[S:11][CH:10]=[C:9]([C:12]3[CH:13]=[C:14]4[C:18](=[CH:19][CH:20]=3)[N:17]([C:21](=[O:29])[CH2:22][C:23]3[CH:28]=[CH:27][CH:26]=[CH:25][CH:24]=3)[CH2:16][CH2:15]4)[C:4]=2[C:5]([NH2:8])=[N:6][CH:7]=1.[CH:30]([C:32]1[CH:33]=[C:34](B(O)O)[CH:35]=[CH:36][CH:37]=1)=[O:31].C(=O)(O)[O-].[Na+]. Product: [NH2:8][C:5]1[C:4]2[C:9]([C:12]3[CH:13]=[C:14]4[C:18](=[CH:19][CH:20]=3)[N:17]([C:21](=[O:29])[CH2:22][C:23]3[CH:28]=[CH:27][CH:26]=[CH:25][CH:24]=3)[CH2:16][CH2:15]4)=[CH:10][S:11][C:3]=2[C:2]([C:36]2[CH:37]=[C:32]([CH:33]=[CH:34][CH:35]=2)[CH:30]=[O:31])=[CH:7][N:6]=1. The catalyst class is: 368. (8) Reactant: [CH2:1]([NH:3][C@H:4]1[CH2:8][CH2:7][N:6]([C:9]2[C:14]([C:15]([O:17][CH:18]([CH3:20])[CH3:19])=[O:16])=[CH:13][CH:12]=[CH:11][N:10]=2)[CH2:5]1)[CH3:2].[CH2:21]([C:23]1[CH:24]=[C:25]([CH:28]=[CH:29][CH:30]=1)[CH:26]=O)[CH3:22].[BH-](OC(C)=O)(OC(C)=O)OC(C)=O.[Na+].O. Product: [CH2:1]([N:3]([CH2:26][C:25]1[CH:28]=[CH:29][CH:30]=[C:23]([CH2:21][CH3:22])[CH:24]=1)[C@H:4]1[CH2:8][CH2:7][N:6]([C:9]2[C:14]([C:15]([O:17][CH:18]([CH3:19])[CH3:20])=[O:16])=[CH:13][CH:12]=[CH:11][N:10]=2)[CH2:5]1)[CH3:2]. The catalyst class is: 1.